Task: Predict the reactants needed to synthesize the given product.. Dataset: Full USPTO retrosynthesis dataset with 1.9M reactions from patents (1976-2016) (1) Given the product [CH2:11]([O:13][C:14]([CH:16]1[CH2:21][CH2:20][N:19]([C:2]2[CH:7]=[CH:6][C:5]([N+:8]([O-:10])=[O:9])=[CH:4][CH:3]=2)[CH2:18][CH2:17]1)=[O:15])[CH3:12], predict the reactants needed to synthesize it. The reactants are: F[C:2]1[CH:7]=[CH:6][C:5]([N+:8]([O-:10])=[O:9])=[CH:4][CH:3]=1.[CH2:11]([O:13][C:14]([CH:16]1[CH2:21][CH2:20][NH:19][CH2:18][CH2:17]1)=[O:15])[CH3:12].C(=O)([O-])[O-].[K+].[K+]. (2) Given the product [CH3:37][N:38]1[CH:39]=[CH:40][C:41]([C:23]2[CH:22]=[C:21]3[C:26](=[CH:25][CH:24]=2)[N:17]([C:7]2[C:8]4[CH2:9][N:10]([C:14](=[O:16])[CH3:15])[CH2:11][CH2:12][C:13]=4[N:5]([CH:3]4[CH2:2][O:1][CH2:4]4)[N:6]=2)[CH2:18][CH2:19][CH2:20]3)=[N:42]1, predict the reactants needed to synthesize it. The reactants are: [O:1]1[CH2:4][CH:3]([N:5]2[C:13]3[CH2:12][CH2:11][N:10]([C:14](=[O:16])[CH3:15])[CH2:9][C:8]=3[C:7]([N:17]3[C:26]4[C:21](=[CH:22][C:23](B5OC(C)(C)C(C)(C)O5)=[CH:24][CH:25]=4)[CH2:20][CH2:19][CH2:18]3)=[N:6]2)[CH2:2]1.Cl[C:37]1[N:42]=[C:41](Cl)[CH:40]=[CH:39][N:38]=1.C([O-])([O-])=O.[Na+].[Na+].ClCCl. (3) Given the product [C:1]([C:5]1[CH:6]=[CH:7][C:8]([C:9]([N:11]2[C@@H:15]([C:16]3[CH:21]=[CH:20][CH:19]=[C:18]([C:22]4[CH:27]=[CH:26][CH:25]=[CH:24][CH:23]=4)[CH:17]=3)[C@@H:14]([C:28]3[CH:33]=[N:32][CH:31]=[CH:30][N:29]=3)[CH2:13][C@@:12]2([CH2:41][CH:42]([CH3:43])[CH3:44])[C:34]([OH:36])=[O:35])=[O:10])=[CH:45][CH:46]=1)([CH3:3])([CH3:2])[CH3:4], predict the reactants needed to synthesize it. The reactants are: [C:1]([C:5]1[CH:46]=[CH:45][C:8]([C:9]([N:11]2[C@@H:15]([C:16]3[CH:21]=[CH:20][CH:19]=[C:18]([C:22]4[CH:27]=[CH:26][CH:25]=[CH:24][CH:23]=4)[CH:17]=3)[C@@H:14]([C:28]3[CH:33]=[N:32][CH:31]=[CH:30][N:29]=3)[CH2:13][C@@:12]2([CH2:41][CH:42]([CH3:44])[CH3:43])[C:34]([O:36]C(C)(C)C)=[O:35])=[O:10])=[CH:7][CH:6]=1)([CH3:4])([CH3:3])[CH3:2].C(O)(C(F)(F)F)=O. (4) Given the product [Cl:1][C:2]1[CH:14]=[C:13]([C:15](=[O:19])[N:16]([CH3:17])[CH3:18])[CH:12]=[CH:11][C:3]=1[C:4]([OH:6])=[O:5], predict the reactants needed to synthesize it. The reactants are: [Cl:1][C:2]1[CH:14]=[C:13]([C:15](=[O:19])[N:16]([CH3:18])[CH3:17])[CH:12]=[CH:11][C:3]=1[C:4]([O:6]C(C)(C)C)=[O:5].C(O)(C(F)(F)F)=O. (5) Given the product [Br:1][C:2]1[CH:3]=[C:4]([N:5]2[CH:9]=[N:21][N:20]=[N:19]2)[CH:6]=[CH:7][CH:8]=1, predict the reactants needed to synthesize it. The reactants are: [Br:1][C:2]1[CH:3]=[C:4]([CH:6]=[CH:7][CH:8]=1)[NH2:5].[CH:9](OCC)(OCC)OCC.[N-:19]=[N+:20]=[N-:21].[Na+].O. (6) Given the product [CH3:7][C:8]([CH3:20])([CH3:21])[C:9]#[C:10][C:11]1[S:15][C:14]([C:34]([OH:33])=[O:35])=[C:13]([N:16]([CH:17]([CH3:18])[CH3:19])[C:1]([C@H:2]2[CH2:10][CH2:9][C@H:8]([CH3:7])[CH2:30][C@@H:28]2[CH3:29])=[O:5])[CH:12]=1, predict the reactants needed to synthesize it. The reactants are: [C:1](Cl)(=[O:5])[C:2](Cl)=O.[CH3:7][C:8]([CH3:21])([CH3:20])[C:9]#[C:10][C:11]1[S:15][CH:14]=[C:13]([NH:16][CH:17]([CH3:19])[CH3:18])[CH:12]=1.CCN([CH:28]([CH3:30])[CH3:29])C(C)C.CC[O:33][C:34](C)=[O:35]. (7) Given the product [CH2:5]([O:4][C:2]([N:13]1[CH2:18][CH2:17][CH2:16][C@H:15]([C:19](=[O:20])[NH2:21])[CH2:14]1)=[O:3])[C:6]1[CH:11]=[CH:10][CH:9]=[CH:8][CH:7]=1, predict the reactants needed to synthesize it. The reactants are: Cl[C:2]([O:4][CH2:5][C:6]1[CH:11]=[CH:10][CH:9]=[CH:8][CH:7]=1)=[O:3].Cl.[NH:13]1[CH2:18][CH2:17][CH2:16][C@H:15]([C:19]([NH2:21])=[O:20])[CH2:14]1.C(N(CC)CC)C. (8) Given the product [N:6]1[NH:7][C:3]([C:1]#[N:2])=[C:4]2[CH2:18][NH:17][CH2:16][C:5]=12, predict the reactants needed to synthesize it. The reactants are: [C:1]([C:3]1[N:7](COCC[Si](C)(C)C)[N:6]=[C:5]2[CH2:16][N:17](C(OC(C)(C)C)=O)[CH2:18][C:4]=12)#[N:2].Cl. (9) Given the product [Si:22]([O:1][C@H:2]([C@H:4]1[NH:9][C:8]([CH3:11])([CH3:10])[CH2:7][C:6](=[O:12])[CH2:5]1)[CH3:3])([C:19]([CH3:21])([CH3:20])[CH3:18])([CH3:24])[CH3:23], predict the reactants needed to synthesize it. The reactants are: [OH:1][C@H:2]([C@H:4]1[NH:9][C:8]([CH3:11])([CH3:10])[CH2:7][C:6](=[O:12])[CH2:5]1)[CH3:3].N1C=CN=C1.[CH3:18][C:19]([Si:22](Cl)([CH3:24])[CH3:23])([CH3:21])[CH3:20]. (10) Given the product [CH:19]([C:16]1[CH:15]=[CH:14][CH:13]=[CH:12][C:11]=1[CH2:10][CH2:9][C:6]1[CH:5]=[CH:4][CH:3]=[CH:8][C:7]=1[CH:37]=[CH2:38])=[CH2:20], predict the reactants needed to synthesize it. The reactants are: C([C:3]1[CH:8]=[CH:7][C:6]([CH2:9][CH2:10][C:11]2[CH:16]=[CH:15][C:14](C=C)=[CH:13][CH:12]=2)=[CH:5][CH:4]=1)=C.[CH:19](C1C=C(CCC2C=CC=C(C=C)C=2)C=CC=1)=[CH2:20].[CH:37](C1C=CC(CCC2C=CC=C(C=C)C=2)=CC=1)=[CH2:38].